Predict the reactants needed to synthesize the given product. From a dataset of Full USPTO retrosynthesis dataset with 1.9M reactions from patents (1976-2016). (1) Given the product [CH3:13][CH:14]([CH3:33])[CH:15]([C:27]1[CH:28]=[CH:29][CH:30]=[CH:31][CH:32]=1)[C:16]([NH:18][C@@H:19]1[C@@H:26]2[C@@H:22]([CH2:23][N:24]([CH2:34][CH2:35][CH2:6][C:5]3[CH:8]=[CH:9][CH:10]=[C:3]([CH3:2])[CH:4]=3)[CH2:25]2)[CH2:21][CH2:20]1)=[O:17], predict the reactants needed to synthesize it. The reactants are: F[C:2](F)(F)[C:3]1[CH:4]=[C:5]([CH:8]=[CH:9][CH:10]=1)[CH:6]=O.[CH3:13][CH:14]([CH3:33])[CH:15]([C:27]1[CH:32]=[CH:31][CH:30]=[CH:29][CH:28]=1)[C:16]([NH:18][C@@H:19]1[C@@H:26]2[C@@H:22]([CH2:23][NH:24][CH2:25]2)[CH2:21][CH2:20]1)=[O:17].[CH:34]1(C(C2CCCCC2)C(N[C@@H]2[C@H]3[C@H](CNC3)CC2)=O)CCCC[CH2:35]1. (2) Given the product [Br:22][C:2]1[CH:3]=[C:4]([CH2:12][OH:13])[CH:5]=[C:6]([C:8]([F:11])([F:10])[F:9])[CH:7]=1, predict the reactants needed to synthesize it. The reactants are: N[C:2]1[CH:3]=[C:4]([CH2:12][OH:13])[CH:5]=[C:6]([C:8]([F:11])([F:10])[F:9])[CH:7]=1.N(OC(C)(C)C)=O.C(Br)(Br)[Br:22]. (3) Given the product [Cl:1][C:2]1[CH:7]=[CH:6][C:5]([C:8]2[CH:13]=[CH:12][CH:11]=[CH:10][N:9]=2)=[CH:4][C:3]=1[CH:14]=[O:15], predict the reactants needed to synthesize it. The reactants are: [Cl:1][C:2]1[CH:7]=[CH:6][C:5]([C:8]2[CH:13]=[CH:12][CH:11]=[CH:10][N:9]=2)=[CH:4][C:3]=1[CH2:14][OH:15]. (4) Given the product [C:1]([O:5][C:6](=[O:25])[CH2:7][N:8]1[C:16]2[C:11](=[C:12]([OH:17])[CH:13]=[CH:14][CH:15]=2)[CH:10]=[CH:9]1)([CH3:4])([CH3:2])[CH3:3], predict the reactants needed to synthesize it. The reactants are: [C:1]([O:5][C:6](=[O:25])[CH2:7][N:8]1[C:16]2[C:11](=[C:12]([O:17][Si](C(C)(C)C)(C)C)[CH:13]=[CH:14][CH:15]=2)[CH:10]=[CH:9]1)([CH3:4])([CH3:3])[CH3:2].O.[F-].C([N+](CCCC)(CCCC)CCCC)CCC.C(OCC)C. (5) The reactants are: [O:1]=[C:2]1[CH2:6][CH2:5][S:4][C:3]1=[CH:7][C:8]1[CH:13]=[CH:12][C:11]([CH:14]([CH3:18])[C:15]([OH:17])=[O:16])=[CH:10][CH:9]=1.[Mg]. Given the product [O:1]=[C:2]1[CH2:6][CH2:5][S:4][CH:3]1[CH2:7][C:8]1[CH:13]=[CH:12][C:11]([CH:14]([CH3:18])[C:15]([OH:17])=[O:16])=[CH:10][CH:9]=1, predict the reactants needed to synthesize it. (6) Given the product [CH2:6]([C@H:5]([NH:13][C:14](=[O:20])[O:15][C:16]([CH3:19])([CH3:17])[CH3:18])[CH2:4][C@H:3]([OH:21])[C@@H:2]([NH:1][C:32](=[O:33])[C@@H:31]([N:35]1[CH2:39][CH2:38][N:37]([CH2:40][C:41]2[CH:46]=[CH:45][CH:44]=[C:43]([CH3:47])[N:42]=2)[C:36]1=[O:48])[C@@H:30]([CH3:29])[CH2:49][CH3:50])[CH2:22][C:23]1[CH:28]=[CH:27][CH:26]=[CH:25][CH:24]=1)[C:7]1[CH:12]=[CH:11][CH:10]=[CH:9][CH:8]=1, predict the reactants needed to synthesize it. The reactants are: [NH2:1][C@@H:2]([CH2:22][C:23]1[CH:28]=[CH:27][CH:26]=[CH:25][CH:24]=1)[C@@H:3]([OH:21])[CH2:4][C@@H:5]([NH:13][C:14](=[O:20])[O:15][C:16]([CH3:19])([CH3:18])[CH3:17])[CH2:6][C:7]1[CH:12]=[CH:11][CH:10]=[CH:9][CH:8]=1.[CH3:29][C@@H:30]([CH2:49][CH3:50])[C@H:31]([N:35]1[CH2:39][CH2:38][N:37]([CH2:40][C:41]2[CH:46]=[CH:45][CH:44]=[C:43]([CH3:47])[N:42]=2)[C:36]1=[O:48])[C:32](O)=[O:33].CCN=C=NCCCN(C)C.C1C=CC2N(O)N=NC=2C=1.CN1CCOCC1. (7) Given the product [Cl:19][C:20]1[CH:21]=[C:22]([NH:27][C:28](=[S:29])[NH:1][C:2]2[CH:3]=[C:4]([CH:14]=[CH:15][C:16]=2[O:17][CH3:18])[C:5]([NH:7][C:8]2[CH:13]=[CH:12][CH:11]=[CH:10][CH:9]=2)=[O:6])[CH:23]=[CH:24][C:25]=1[Cl:26], predict the reactants needed to synthesize it. The reactants are: [NH2:1][C:2]1[CH:3]=[C:4]([CH:14]=[CH:15][C:16]=1[O:17][CH3:18])[C:5]([NH:7][C:8]1[CH:13]=[CH:12][CH:11]=[CH:10][CH:9]=1)=[O:6].[Cl:19][C:20]1[CH:21]=[C:22]([N:27]=[C:28]=[S:29])[CH:23]=[CH:24][C:25]=1[Cl:26]. (8) The reactants are: [CH:1]1([CH2:7][CH2:8][CH2:9][C@@H:10]([C:19]([NH:21][CH:22]([C:26]([O:28][CH3:29])=[O:27])[CH:23]([OH:25])[CH3:24])=[O:20])[CH2:11][C:12]([O:14][C:15]([CH3:18])([CH3:17])[CH3:16])=[O:13])[CH2:6][CH2:5][CH2:4][CH2:3][CH2:2]1.CC(OI1(OC(C)=O)(OC(C)=O)OC(=O)C2C=CC=CC1=2)=O.S([O-])([O-])(=O)=S.[Na+].[Na+].C(=O)([O-])O.[Na+]. Given the product [CH:1]1([CH2:7][CH2:8][CH2:9][C@@H:10]([C:19]([NH:21][CH:22]([C:26]([O:28][CH3:29])=[O:27])[C:23](=[O:25])[CH3:24])=[O:20])[CH2:11][C:12]([O:14][C:15]([CH3:16])([CH3:17])[CH3:18])=[O:13])[CH2:6][CH2:5][CH2:4][CH2:3][CH2:2]1, predict the reactants needed to synthesize it. (9) The reactants are: Br[C:2]1[CH:3]=[N:4][CH:5]=[C:6]([Br:8])[CH:7]=1.[NH:9]1CC[CH2:14][C@H:10]1[C:11](O)=O.C(N)(C)C.C(O[K])(C)=O. Given the product [Br:8][C:6]1[CH:7]=[C:2]([NH:9][CH:10]([CH3:14])[CH3:11])[CH:3]=[N:4][CH:5]=1, predict the reactants needed to synthesize it. (10) The reactants are: [F:1][C:2]1[CH:7]=[CH:6][CH:5]=[CH:4][C:3]=1[CH2:8][C:9](=[O:14])[CH2:10][CH2:11][CH2:12][CH3:13].N1CCCC[CH2:16]1.C=O. Given the product [F:1][C:2]1[CH:7]=[CH:6][CH:5]=[CH:4][C:3]=1[C:8]([C:9](=[O:14])[CH2:10][CH2:11][CH2:12][CH3:13])=[CH2:16], predict the reactants needed to synthesize it.